The task is: Predict the reaction yield, written as a fraction of the theoretical maximum amount of product (1.0 means a 100% yield; for example, 0.34 means a 34% yield).. This data is from Reaction yield outcomes from USPTO patents with 853,638 reactions. (1) The reactants are [NH2:1][C:2]1[N:7]=[C:6]([NH2:8])[C:5]([C:9]([C:11]2[CH:16]=[C:15]([O:17][CH3:18])[C:14]([O:19][CH3:20])=[CH:13][C:12]=2[CH:21]([CH3:29])[CH2:22][C:23]2[CH:28]=[CH:27][CH:26]=[CH:25][CH:24]=2)=O)=[CH:4][N:3]=1.[H-].[H-].[H-].[H-].[Li+].[Al+3].FC(F)(F)C(O)=O.C([SiH](CC)CC)C.C([O-])([O-])=O.[K+].[K+]. The catalyst is C1COCC1.C(Cl)Cl. The product is [CH3:20][O:19][C:14]1[C:15]([O:17][CH3:18])=[CH:16][C:11]([CH2:9][C:5]2[C:6]([NH2:8])=[N:7][C:2]([NH2:1])=[N:3][CH:4]=2)=[C:12]([CH:21]([CH3:29])[CH2:22][C:23]2[CH:24]=[CH:25][CH:26]=[CH:27][CH:28]=2)[CH:13]=1. The yield is 0.580. (2) The reactants are Br[C:2]1[CH:9]=[C:8]([F:10])[CH:7]=[C:6]([N:11]2[CH:23]=[CH:22][N:14]3[C:15]4[CH2:16][CH2:17][CH2:18][CH2:19][C:20]=4[CH:21]=[C:13]3[C:12]2=[O:24])[C:3]=1[CH:4]=[O:5].[CH2:25]([C@H:27]1[CH2:32][N:31]([CH:33]2[CH2:36][O:35][CH2:34]2)[CH2:30][CH2:29][N:28]1[C:37]1[CH:38]=[CH:39][C:40]([NH:43][C:44]2[C:45](=[O:60])[N:46]([CH3:59])[CH:47]=[C:48](B3OC(C)(C)C(C)(C)O3)[CH:49]=2)=[N:41][CH:42]=1)[CH3:26].[O-]P([O-])([O-])=O.[K+].[K+].[K+].C([O-])(=O)C.[Na+]. The catalyst is C1C=CC(P(C2C=CC=CC=2)[C-]2C=CC=C2)=CC=1.C1C=CC(P(C2C=CC=CC=2)[C-]2C=CC=C2)=CC=1.Cl[Pd]Cl.[Fe+2].O.C(#N)C. The product is [CH2:25]([C@H:27]1[CH2:32][N:31]([CH:33]2[CH2:34][O:35][CH2:36]2)[CH2:30][CH2:29][N:28]1[C:37]1[CH:38]=[CH:39][C:40]([NH:43][C:44]2[C:45](=[O:60])[N:46]([CH3:59])[CH:47]=[C:48]([C:2]3[CH:9]=[C:8]([F:10])[CH:7]=[C:6]([N:11]4[CH:23]=[CH:22][N:14]5[C:15]6[CH2:16][CH2:17][CH2:18][CH2:19][C:20]=6[CH:21]=[C:13]5[C:12]4=[O:24])[C:3]=3[CH:4]=[O:5])[CH:49]=2)=[N:41][CH:42]=1)[CH3:26]. The yield is 0.430. (3) The reactants are [CH2:1]([O:8][C:9]1[CH:10]=[C:11]2[C:16](=[CH:17][CH:18]=1)[C:15](=[O:19])[N:14]([CH2:20][CH:21]([CH3:23])[CH3:22])[C:13]([CH2:24][N:25]1C(=O)C3C(=CC=CC=3)C1=O)=[C:12]2[C:36]1[CH:41]=[CH:40][C:39]([F:42])=[CH:38][CH:37]=1)[C:2]1[CH:7]=[CH:6][CH:5]=[CH:4][CH:3]=1.O.NN.C(=O)([O-])O.[Na+].[C:59](O[C:59]([O:61][C:62]([CH3:65])([CH3:64])[CH3:63])=[O:60])([O:61][C:62]([CH3:65])([CH3:64])[CH3:63])=[O:60]. The catalyst is C(O)C.O. The product is [CH2:1]([O:8][C:9]1[CH:10]=[C:11]2[C:16](=[CH:17][CH:18]=1)[C:15](=[O:19])[N:14]([CH2:20][CH:21]([CH3:22])[CH3:23])[C:13]([CH2:24][NH:25][C:59](=[O:60])[O:61][C:62]([CH3:63])([CH3:64])[CH3:65])=[C:12]2[C:36]1[CH:37]=[CH:38][C:39]([F:42])=[CH:40][CH:41]=1)[C:2]1[CH:3]=[CH:4][CH:5]=[CH:6][CH:7]=1. The yield is 0.994. (4) The product is [Cl:29][CH:27]=[CH:28][C:2]1[C:3]([C:9]([F:12])([F:11])[F:10])=[N:4][N:5]([CH3:8])[C:6]=1[CH3:7]. The catalyst is [Br-].C([N+](CCCC)(CCCC)CCCC)CCC.C([O-])(=O)C.[Pd+2].C([O-])(=O)C.C(P(C(C)(C)C)C1C=CC=CC=1)(C)(C)C.C1(C=CC(O)=CC=1)O.CC(N(C)C)=O. The yield is 0.830. The reactants are Br[C:2]1[C:3]([C:9]([F:12])([F:11])[F:10])=[N:4][N:5]([CH3:8])[C:6]=1[CH3:7].C1(C(N)C2CCCCC2)CCCCC1.[CH:27]([Cl:29])=[CH2:28]. (5) The reactants are [NH:1]1[CH2:6][CH2:5][O:4][CH2:3][CH2:2]1.[F:7][C:8]([F:13])([F:12])[CH:9]1[O:11][CH2:10]1. No catalyst specified. The product is [F:7][C:8]([F:13])([F:12])[CH:9]([OH:11])[CH2:10][N:1]1[CH2:6][CH2:5][O:4][CH2:3][CH2:2]1. The yield is 0.980. (6) The reactants are [Br:1][C:2]1[CH:8]=[CH:7][C:5]([NH2:6])=[CH:4][C:3]=1[C:9]([F:12])([F:11])[F:10].[ClH:13]. The catalyst is CCOCC. The product is [ClH:13].[Br:1][C:2]1[CH:8]=[CH:7][C:5]([NH2:6])=[CH:4][C:3]=1[C:9]([F:10])([F:11])[F:12]. The yield is 0.980. (7) The reactants are [CH:1]([O:4][C:5]1[CH:6]=[CH:7][C:8]([O:11][C:12]2[CH:17]=[CH:16][CH:15]=[C:14]([CH:18]=[C:19]3[CH2:24][CH2:23][NH:22][CH2:21][CH2:20]3)[CH:13]=2)=[N:9][CH:10]=1)([CH3:3])[CH3:2].[N:25]1[CH:30]=[CH:29][CH:28]=[C:27]([NH:31][C:32](=O)[O:33]C2C=CC=CC=2)[N:26]=1.C(N(CC)CC)C. The catalyst is CS(C)=O.O. The product is [CH:1]([O:4][C:5]1[CH:6]=[CH:7][C:8]([O:11][C:12]2[CH:13]=[C:14]([CH:15]=[CH:16][CH:17]=2)[CH:18]=[C:19]2[CH2:20][CH2:21][N:22]([C:32]([NH:31][C:27]3[N:26]=[N:25][CH:30]=[CH:29][CH:28]=3)=[O:33])[CH2:23][CH2:24]2)=[N:9][CH:10]=1)([CH3:3])[CH3:2]. The yield is 0.526. (8) The reactants are [F:1][C:2]([F:28])([C:7]1[CH:11]=[C:10]([NH:12][C:13](=O)[O:14]C2C=CC=CC=2)[N:9]([C:22]2[CH:27]=[CH:26][CH:25]=[CH:24][CH:23]=2)[N:8]=1)[C:3]([F:6])([F:5])[F:4].COC1C=C2C(=CC=1OC)N=C[N:35]=C2OC1C=C(C=CC=1)N.C(N(C(C)C)CC)C. The catalyst is C1COCC1. The product is [F:28][C:2]([F:1])([C:7]1[CH:11]=[C:10]([NH:12][C:13](=[O:14])[NH2:35])[N:9]([C:22]2[CH:23]=[CH:24][CH:25]=[CH:26][CH:27]=2)[N:8]=1)[C:3]([F:5])([F:6])[F:4]. The yield is 0.390. (9) The reactants are Cl[C:2]1[N:7]=[CH:6][C:5]([S:8]([NH2:11])(=[O:10])=[O:9])=[CH:4][CH:3]=1.[CH3:12][NH:13][CH3:14]. No catalyst specified. The product is [CH3:12][N:13]([CH3:14])[C:2]1[N:7]=[CH:6][C:5]([S:8]([NH2:11])(=[O:10])=[O:9])=[CH:4][CH:3]=1. The yield is 0.950. (10) The reactants are C1C(=O)N(Br)C(=O)C1.[Cl:9][C:10]1[C:15](/[C:16](/O)=[CH:17]\[C:18]2[CH:23]=[CH:22][N:21]=[C:20]([Cl:24])[N:19]=2)=[CH:14][CH:13]=[CH:12][C:11]=1[NH:26][S:27]([C:30]1[CH:35]=[C:34]([F:36])[CH:33]=[CH:32][C:31]=1[F:37])(=[O:29])=[O:28].[N:38]1([C:44](=[S:46])[NH2:45])[CH2:43][CH2:42][O:41][CH2:40][CH2:39]1. No catalyst specified. The product is [Cl:9][C:10]1[C:15]([C:16]2[N:45]=[C:44]([N:38]3[CH2:43][CH2:42][O:41][CH2:40][CH2:39]3)[S:46][C:17]=2[C:18]2[CH:23]=[CH:22][N:21]=[C:20]([Cl:24])[N:19]=2)=[CH:14][CH:13]=[CH:12][C:11]=1[NH:26][S:27]([C:30]1[CH:35]=[C:34]([F:36])[CH:33]=[CH:32][C:31]=1[F:37])(=[O:29])=[O:28]. The yield is 0.950.